This data is from Forward reaction prediction with 1.9M reactions from USPTO patents (1976-2016). The task is: Predict the product of the given reaction. (1) Given the reactants [NH2:1][C@:2]1([C:21]([OH:23])=[O:22])[C@@H:15]2[C@H:10]([CH2:11][CH2:12][C:13]3([O:19][CH2:18][CH2:17][O:16]3)[CH2:14]2)[O:9][C:8]2[C:3]1=[CH:4][C:5]([Br:20])=[CH:6][CH:7]=2.[Si](C=[N+]=[N-])(C)(C)[CH3:25], predict the reaction product. The product is: [NH2:1][C@:2]1([C:21]([O:23][CH3:25])=[O:22])[C@@H:15]2[C@H:10]([CH2:11][CH2:12][C:13]3([O:19][CH2:18][CH2:17][O:16]3)[CH2:14]2)[O:9][C:8]2[C:3]1=[CH:4][C:5]([Br:20])=[CH:6][CH:7]=2. (2) Given the reactants [H-].[Al+3].[Li+].[H-].[H-].[H-].C[O:8][C:9]([C:11]1[N:12]([CH3:28])[C:13]([C:17]2[CH:22]=[CH:21][CH:20]=[C:19]([O:23][C:24]([F:27])([F:26])[F:25])[CH:18]=2)=[N:14][C:15]=1[Br:16])=O.CCOC(C)=O.Cl, predict the reaction product. The product is: [Br:16][C:15]1[N:14]=[C:13]([C:17]2[CH:22]=[CH:21][CH:20]=[C:19]([O:23][C:24]([F:27])([F:26])[F:25])[CH:18]=2)[N:12]([CH3:28])[C:11]=1[CH2:9][OH:8].